Dataset: Forward reaction prediction with 1.9M reactions from USPTO patents (1976-2016). Task: Predict the product of the given reaction. (1) The product is: [C:29]([C:28]1[C:27]2[C:26](=[CH:38][CH:37]=[CH:42][CH:33]=2)[C:25]([N:20]2[C:21](=[O:24])[CH:22]3[CH:23]([C:13]4([CH3:16])[O:12][C:11]3([CH2:10][C:9]([NH:8][C:5]3[CH:6]=[CH:7][C:2]([F:1])=[CH:3][CH:4]=3)=[O:17])[CH2:15][CH2:14]4)[C:19]2=[O:18])=[CH:32][CH:31]=1)#[N:30]. Given the reactants [F:1][C:2]1[CH:7]=[CH:6][C:5]([NH:8][C:9](=[O:17])[CH2:10][C:11]2[O:12][C:13]([CH3:16])=[CH:14][CH:15]=2)=[CH:4][CH:3]=1.[O:18]=[C:19]1[CH:23]=[CH:22][C:21](=[O:24])[N:20]1[C:25]1[CH:32]=[CH:31][C:28]([C:29]#[N:30])=[C:27]([C:33](F)(F)F)[CH:26]=1.[CH:37]1[CH:42]=CC=C[CH:38]=1, predict the reaction product. (2) Given the reactants CC1(C)C(C)(C)OB(C2C=[CH:11][C:12]3[N:13]([C:31]4[C:40]5[C:35](=CC=CC=5)[CH:34]=CC=4)[C:14]4[C:19]([C:20]=3C=2)=[CH:18][C:17](B2OC(C)(C)C(C)(C)O2)=[CH:16][CH:15]=4)O1.Br[C:43]1[CH:44]=[CH:45][C:46]([C:49]2[CH:50]=[N:51][CH:52]=[CH:53][CH:54]=2)=[N:47][CH:48]=1.P([O-])([O-])([O-])=O.[K+].[K+].[K+].O1[CH2:68][CH2:67]OCC1, predict the reaction product. The product is: [N:47]1[CH:48]=[C:43]([C:17]2[CH:16]=[CH:15][C:14]3[N:13]([C:31]4[C:67]5[C:68](=[CH:11][CH:12]=[CH:20][CH:19]=5)[CH:34]=[CH:35][CH:40]=4)[C:12]4[C:20]([C:19]=3[CH:18]=2)=[CH:16][C:15]([C:43]2[CH:44]=[CH:45][C:46]([C:49]3[CH:50]=[N:51][CH:52]=[CH:53][CH:54]=3)=[N:47][CH:48]=2)=[CH:14][CH:11]=4)[CH:44]=[CH:45][C:46]=1[C:49]1[CH:50]=[N:51][CH:52]=[CH:53][CH:54]=1. (3) Given the reactants [Br:1][C:2]1[C:7](=[O:8])[N:6]2[C:9]([CH3:12])=[CH:10][S:11][C:5]2=[N:4][C:3]=1[CH:13](Br)[CH3:14].[N-:16]=[N+:17]=[N-:18].[Na+], predict the reaction product. The product is: [N:16]([CH:13]([C:3]1[N:4]=[C:5]2[S:11][CH:10]=[C:9]([CH3:12])[N:6]2[C:7](=[O:8])[C:2]=1[Br:1])[CH3:14])=[N+:17]=[N-:18]. (4) The product is: [Cl:18][C:14]1[CH:13]=[C:12]([C@@H:10]([OH:11])[CH2:9][N:8]([CH2:19][CH2:20][C:21]2[CH:26]=[CH:25][C:24]([S:27]([C:30]3[CH:31]=[CH:32][C:33]([O:34][CH2:35][C:36]([N:44]([CH3:45])[CH3:43])=[O:37])=[CH:39][CH:40]=3)(=[O:29])=[O:28])=[CH:23][CH:22]=2)[C:6](=[O:7])[O:5][C:1]([CH3:3])([CH3:2])[CH3:4])[CH:17]=[CH:16][CH:15]=1. Given the reactants [C:1]([O:5][C:6]([N:8]([CH2:19][CH2:20][C:21]1[CH:26]=[CH:25][C:24]([S:27]([C:30]2[CH:40]=[CH:39][C:33]([O:34][CH2:35][C:36]([O-])=[O:37])=[CH:32][CH:31]=2)(=[O:29])=[O:28])=[CH:23][CH:22]=1)[CH2:9][C@@H:10]([C:12]1[CH:17]=[CH:16][CH:15]=[C:14]([Cl:18])[CH:13]=1)[OH:11])=[O:7])([CH3:4])([CH3:3])[CH3:2].[Na+].Cl.[CH3:43][NH:44][CH3:45].Cl.CN(C)CCCN=C=NCC.ON1C2C=CC=CC=2N=N1.C(=O)(O)[O-].[Na+], predict the reaction product. (5) Given the reactants F[P-](F)(F)(F)(F)F.N1(OC(N(C)C)=[N+](C)C)C2N=CC=CC=2N=N1.[CH:25]([C:27]1[CH:32]=[CH:31][C:30]([C:33]2[O:37][C:36]([C:38]([OH:40])=O)=[CH:35][CH:34]=2)=[CH:29][CH:28]=1)=[O:26].[CH3:41][O:42][C:43]1[CH:51]=[C:50]([O:52][CH3:53])[CH:49]=[CH:48][C:44]=1[CH2:45][O:46][NH2:47].CCN(C(C)C)C(C)C.C(=O)(O)[O-].[Na+], predict the reaction product. The product is: [CH3:41][O:42][C:43]1[CH:51]=[C:50]([O:52][CH3:53])[CH:49]=[CH:48][C:44]=1[CH2:45][O:46][NH:47][C:38]([C:36]1[O:37][C:33]([C:30]2[CH:29]=[CH:28][C:27]([CH:25]=[O:26])=[CH:32][CH:31]=2)=[CH:34][CH:35]=1)=[O:40]. (6) Given the reactants [NH2:1][C@@H:2]([C@@H:7]([O:18][Si:19]([C:22]([CH3:25])([CH3:24])[CH3:23])([CH3:21])[CH3:20])[C:8]1[CH:13]=[CH:12][C:11]([C:14]([F:17])([F:16])[F:15])=[CH:10][CH:9]=1)[C:3]([O:5][CH3:6])=[O:4].[C:26](O[C:26]([O:28][C:29]([CH3:32])([CH3:31])[CH3:30])=[O:27])([O:28][C:29]([CH3:32])([CH3:31])[CH3:30])=[O:27].O.C(=O)([O-])[O-].[Na+].[Na+], predict the reaction product. The product is: [C:29]([O:28][C:26]([NH:1][C@@H:2]([C@@H:7]([O:18][Si:19]([C:22]([CH3:25])([CH3:24])[CH3:23])([CH3:21])[CH3:20])[C:8]1[CH:13]=[CH:12][C:11]([C:14]([F:16])([F:17])[F:15])=[CH:10][CH:9]=1)[C:3]([O:5][CH3:6])=[O:4])=[O:27])([CH3:32])([CH3:31])[CH3:30]. (7) The product is: [CH3:51][O:50][C@H:49]1[O:52][CH2:53][CH2:54][N:1]([C@@H:2]2[C@H:35]([OH:36])[C@H:34]([CH3:37])[O:33][C@@H:4]([O:5][C@@H:6]3[C:23]4[C:10](=[C:11]([OH:28])[C:12]5[C:13](=[O:27])[C:14]6[C:19]([C:20](=[O:25])[C:21]=5[C:22]=4[OH:24])=[C:18]([F:26])[CH:17]=[CH:16][CH:15]=6)[CH2:9][C@:8]([C:30](=[O:32])[CH3:31])([OH:29])[CH2:7]3)[CH2:3]2)[CH2:48]1. Given the reactants [NH2:1][C@@H:2]1[C@H:35]([OH:36])[C@H:34]([CH3:37])[O:33][C@@H:4]([O:5][C@@H:6]2[C:23]3[C:10](=[C:11]([OH:28])[C:12]4[C:13](=[O:27])[C:14]5[C:19]([C:20](=[O:25])[C:21]=4[C:22]=3[OH:24])=[C:18]([F:26])[CH:17]=[CH:16][CH:15]=5)[CH2:9][C@:8]([C:30](=[O:32])[CH3:31])([OH:29])[CH2:7]2)[CH2:3]1.C(N(C(C)C)CC)(C)C.I[CH2:48][C@H:49]([O:52][CH2:53][CH2:54]I)[O:50][CH3:51], predict the reaction product.